Dataset: Catalyst prediction with 721,799 reactions and 888 catalyst types from USPTO. Task: Predict which catalyst facilitates the given reaction. (1) Reactant: [NH2:1][C:2]1[C:7]2[O:8][CH2:9][C:10](=[O:12])[NH:11][C:6]=2[CH:5]=[C:4](Cl)[CH:3]=1.C(N(CC)CC)C.CCOC(C)=O. Product: [NH2:1][C:2]1[C:7]2[O:8][CH2:9][C:10](=[O:12])[NH:11][C:6]=2[CH:5]=[CH:4][CH:3]=1. The catalyst class is: 5. (2) Reactant: [CH:1]1([C:4]2[CH:5]=[C:6]([NH2:9])[NH:7][N:8]=2)[CH2:3][CH2:2]1.[Cl:10][C:11]1[N:16]=[C:15](Cl)[N:14]=[C:13]([Cl:18])[N:12]=1. Product: [CH:1]1([C:4]2[CH:5]=[C:6]([NH:9][C:15]3[N:14]=[C:13]([Cl:18])[N:12]=[C:11]([Cl:10])[N:16]=3)[NH:7][N:8]=2)[CH2:3][CH2:2]1. The catalyst class is: 1. (3) Reactant: [N:1]1([C:12]([O:14][C:15]([CH3:18])([CH3:17])[CH3:16])=[O:13])[CH2:6][CH2:5][CH2:4][CH:3]([C:7]([O:9]CC)=O)[CH2:2]1.[F-].[Cs+].N#N.[Si]([C:27]([F:30])([F:29])[F:28])(C)(C)C.Cl. Product: [F:28][C:27]([F:30])([F:29])[C:7]([CH:3]1[CH2:4][CH2:5][CH2:6][N:1]([C:12]([O:14][C:15]([CH3:16])([CH3:17])[CH3:18])=[O:13])[CH2:2]1)=[O:9]. The catalyst class is: 1. (4) Reactant: [CH2:1]([N:3]1[C:7]2=[CH:8][N:9]=[CH:10][C:11]([C:12]3[CH:17]=[CH:16][C:15]([NH2:18])=[CH:14][CH:13]=3)=[C:6]2[CH:5]=[N:4]1)[CH3:2].[N:19]([C:22]1[CH:27]=[CH:26][CH:25]=[C:24]([C:28]([F:31])([F:30])[F:29])[CH:23]=1)=[C:20]=[O:21]. Product: [CH2:1]([N:3]1[C:7]2=[CH:8][N:9]=[CH:10][C:11]([C:12]3[CH:17]=[CH:16][C:15]([NH:18][C:20]([NH:19][C:22]4[CH:27]=[CH:26][CH:25]=[C:24]([C:28]([F:29])([F:30])[F:31])[CH:23]=4)=[O:21])=[CH:14][CH:13]=3)=[C:6]2[CH:5]=[N:4]1)[CH3:2]. The catalyst class is: 2. (5) Reactant: [CH3:1][O:2][C:3]1[CH:8]=[C:7]([N+:9]([O-:11])=[O:10])[CH:6]=[CH:5][C:4]=1[OH:12].C(N(CC)C(C)C)(C)C.[CH3:22][Si:23]([CH3:30])([CH3:29])[CH2:24][CH2:25][O:26][CH2:27]Cl. Product: [CH3:1][O:2][C:3]1[CH:8]=[C:7]([N+:9]([O-:11])=[O:10])[CH:6]=[CH:5][C:4]=1[O:12][CH2:27][O:26][CH2:25][CH2:24][Si:23]([CH3:30])([CH3:29])[CH3:22]. The catalyst class is: 2. (6) Reactant: [CH:1]([N:14]1[CH2:17][C:16]([C:20]2[CH:25]=[CH:24][C:23]([CH:26]([O:30][CH2:31][CH3:32])[O:27][CH2:28][CH3:29])=[CH:22][C:21]=2[Br:33])([C:18]#N)[CH2:15]1)([C:8]1[CH:13]=[CH:12][CH:11]=[CH:10][CH:9]=1)[C:2]1[CH:7]=[CH:6][CH:5]=[CH:4][CH:3]=1.[OH-:34].[Na+].[OH2:36]. Product: [CH:1]([N:14]1[CH2:17][C:16]([C:20]2[CH:25]=[CH:24][C:23]([CH:26]([O:30][CH2:31][CH3:32])[O:27][CH2:28][CH3:29])=[CH:22][C:21]=2[Br:33])([C:18]([OH:36])=[O:34])[CH2:15]1)([C:8]1[CH:13]=[CH:12][CH:11]=[CH:10][CH:9]=1)[C:2]1[CH:7]=[CH:6][CH:5]=[CH:4][CH:3]=1. The catalyst class is: 14. (7) The catalyst class is: 38. Reactant: Cl[C:2]1[N:7]=[C:6]([NH:8][C:9]2[CH:14]=[C:13]([N+:15]([O-:17])=[O:16])[CH:12]=[CH:11][C:10]=2[CH3:18])[CH:5]=[CH:4][N:3]=1.[N:19]1[CH:24]=[C:23](B(O)O)[CH:22]=[N:21][CH:20]=1.C(=O)([O-])[O-].[K+].[K+]. Product: [CH3:18][C:10]1[CH:11]=[CH:12][C:13]([N+:15]([O-:17])=[O:16])=[CH:14][C:9]=1[NH:8][C:6]1[CH:5]=[CH:4][N:3]=[C:2]([C:23]2[CH:24]=[N:19][CH:20]=[N:21][CH:22]=2)[N:7]=1. (8) Product: [CH3:32][O:31][C:26]1[CH:27]=[C:28]2[C:23](=[CH:24][C:25]=1[O:33][CH3:34])[N:22]=[C:21]([C:9]1[CH:10]=[CH:11][C:12]([CH2:15][C:16]([OH:18])=[O:17])=[CH:13][CH:14]=1)[CH:30]=[N:29]2. The catalyst class is: 23. Reactant: CC1(C)C(C)(C)OB([C:9]2[CH:14]=[CH:13][C:12]([CH2:15][C:16]([OH:18])=[O:17])=[CH:11][CH:10]=2)O1.Cl[C:21]1[CH:30]=[N:29][C:28]2[C:23](=[CH:24][C:25]([O:33][CH3:34])=[C:26]([O:31][CH3:32])[CH:27]=2)[N:22]=1.C([O-])([O-])=O.[Na+].[Na+]. (9) Reactant: [C:1]1([C:7]2(O[CH:11]2[C:13]2[CH:18]=[CH:17][N:16]=[CH:15][CH:14]=2)[C:8](=O)[CH3:9])[CH:6]=[CH:5][CH:4]=[CH:3][CH:2]=1.[NH2:19][NH2:20]. Product: [CH3:9][C:8]1[C:7]([C:1]2[CH:6]=[CH:5][CH:4]=[CH:3][CH:2]=2)=[C:11]([C:13]2[CH:18]=[CH:17][N:16]=[CH:15][CH:14]=2)[NH:20][N:19]=1. The catalyst class is: 8.